From a dataset of Full USPTO retrosynthesis dataset with 1.9M reactions from patents (1976-2016). Predict the reactants needed to synthesize the given product. Given the product [C:31]([N:33]1[CH2:34][CH2:35][CH:36]([C:2]2[CH:3]=[N:4][C:5]([O:25][C:22]3[CH:21]=[CH:20][C:19]([O:12][C:13]4[CH:18]=[CH:17][CH:16]=[CH:15][CH:14]=4)=[CH:24][CH:23]=3)=[C:6]([C:7]([NH2:9])=[O:8])[CH:10]=2)[CH2:37][CH2:38]1)(=[O:32])[CH:48]=[CH2:49], predict the reactants needed to synthesize it. The reactants are: Br[C:2]1[CH:3]=[N:4][C:5](Cl)=[C:6]([CH:10]=1)[C:7]([NH2:9])=[O:8].[O:12]([C:19]1[CH:24]=[CH:23][C:22]([OH:25])=[CH:21][CH:20]=1)[C:13]1[CH:18]=[CH:17][CH:16]=[CH:15][CH:14]=1.C(O[C:31]([N:33]1[CH:38]=[C:37](B2OC(C)(C)C(C)(C)O2)[CH2:36][CH2:35][CH2:34]1)=[O:32])(C)(C)C.[C:48](O)(=O)[CH:49]=C.